This data is from Retrosynthesis with 50K atom-mapped reactions and 10 reaction types from USPTO. The task is: Predict the reactants needed to synthesize the given product. (1) Given the product CCCN(CCc1cccc(NS(=O)(=O)c2ccc(Cl)cc2)c1)CCN1CCN(c2ccccc2)CC1, predict the reactants needed to synthesize it. The reactants are: CCCN(CCc1cccc(N)c1)CCN1CCN(c2ccccc2)CC1.O=S(=O)(Cl)c1ccc(Cl)cc1. (2) Given the product Brc1cccc(C23CCOCC2O3)c1, predict the reactants needed to synthesize it. The reactants are: Brc1cccc(C2=CCOCC2)c1.O=C([O-])O. (3) The reactants are: CC(C)(C)OC(=O)N1CCC[C@@H]1COc1cccc(CC#N)c1. Given the product CC(C)(C)OC(=O)N1CCC[C@@H]1COc1cccc(CCN)c1, predict the reactants needed to synthesize it. (4) Given the product CCc1cccc(F)c1O, predict the reactants needed to synthesize it. The reactants are: CC(O)c1cccc(F)c1O. (5) Given the product CCCN1CCC=C(c2ccc(OC)c(N)c2)C1, predict the reactants needed to synthesize it. The reactants are: CCCN1CCC=C(c2ccc(OC)c([N+](=O)[O-])c2)C1. (6) Given the product Cc1cc(S(=O)(=O)Nc2ccc(F)c(F)c2Nc2ccc(I)cc2F)c(C)s1, predict the reactants needed to synthesize it. The reactants are: Cc1cc(S(=O)(=O)Cl)c(C)s1.Nc1ccc(F)c(F)c1Nc1ccc(I)cc1F. (7) The reactants are: Cc1cc(N)c2cn[nH]c2c1.Fc1ccc(I)c(F)c1. Given the product Cc1cc(N)c2cnn(-c3ccc(F)cc3F)c2c1, predict the reactants needed to synthesize it.